The task is: Predict which catalyst facilitates the given reaction.. This data is from Catalyst prediction with 721,799 reactions and 888 catalyst types from USPTO. (1) Reactant: [O:1]1[CH:5]=[CH:4][CH:3]=[C:2]1[C:6]1[C:11]([C:12]2[CH:17]=[CH:16][N:15]=[CH:14][CH:13]=2)=[CH:10][C:9]([NH2:18])=[C:8]([NH2:19])[N:7]=1.[CH2:20](OC(OCC)(OCC)C)[CH3:21].O.C(=O)([O-])O.[Na+]. Product: [O:1]1[CH:5]=[CH:4][CH:3]=[C:2]1[C:6]1[N:7]=[C:8]2[NH:19][C:20]([CH3:21])=[N:18][C:9]2=[CH:10][C:11]=1[C:12]1[CH:17]=[CH:16][N:15]=[CH:14][CH:13]=1. The catalyst class is: 15. (2) Reactant: [Cl:1][C:2]1[CH:3]=[C:4]2[C:9](=[O:10])[O:8][C:6](=[O:7])[C:5]2=[CH:11][C:12]=1[Cl:13].[CH3:14][O:15][Na].Cl. Product: [CH3:14][O:15][C:6](=[O:7])[C:5]1[C:4](=[CH:3][C:2]([Cl:1])=[C:12]([Cl:13])[CH:11]=1)[C:9]([OH:8])=[O:10]. The catalyst class is: 5. (3) Reactant: [N+:1]([C:4]1[CH:5]=[C:6]([CH:9]=[CH:10][CH:11]=1)[CH:7]=[O:8])([O-:3])=[O:2].[BH4-].[Na+]. Product: [N+:1]([C:4]1[CH:5]=[C:6]([CH2:7][OH:8])[CH:9]=[CH:10][CH:11]=1)([O-:3])=[O:2]. The catalyst class is: 5. (4) The catalyst class is: 18. Product: [F:44][C:43]([F:46])([F:45])[C:41]([OH:47])=[O:42].[F:44][C:43]([F:46])([F:45])[C:41]([OH:47])=[O:42].[Cl:1][C:2]1[CH:31]=[CH:30][C:5]([CH2:6][N:7]2[CH2:8][CH2:9][CH:10]([NH:13][CH2:14][C@:15]([CH3:28])([OH:29])[CH2:16][O:17][C:18]3[CH:23]=[C:22]([F:24])[CH:21]=[CH:20][C:19]=3[CH2:25][C:26]3[NH:34][N:33]=[N:32][N:27]=3)[CH2:11][CH2:12]2)=[CH:4][CH:3]=1. Reactant: [Cl:1][C:2]1[CH:31]=[CH:30][C:5]([CH2:6][N:7]2[CH2:12][CH2:11][CH:10]([NH:13][CH2:14][C@@:15]([OH:29])([CH3:28])[CH2:16][O:17][C:18]3[CH:23]=[C:22]([F:24])[CH:21]=[CH:20][C:19]=3[CH2:25][C:26]#[N:27])[CH2:9][CH2:8]2)=[CH:4][CH:3]=1.[N-:32]=[N+:33]=[N-:34].[Na+].[NH4+].[Cl-].C(#N)C.[C:41]([OH:47])([C:43]([F:46])([F:45])[F:44])=[O:42]. (5) Reactant: [NH2:1][C:2]1[CH:7]=[C:6]([O:8][C:9]2[CH:14]=[CH:13][C:12]([NH:15][C:16]([NH:18][C:19](=[O:27])[CH2:20][C:21]3[CH:26]=[CH:25][CH:24]=[CH:23][CH:22]=3)=[S:17])=[CH:11][C:10]=2[F:28])[CH:5]=[CH:4][N:3]=1.CN1CC[O:33][CH2:32]C1.ClC(OC1C=CC=CC=1)=O.O.Cl.[O:48]=[C:49]1[CH2:54][CH2:53][NH:52][CH2:51][CH2:50]1. Product: [F:28][C:10]1[CH:11]=[C:12]([NH:15][C:16]([NH:18][C:19](=[O:27])[CH2:20][C:21]2[CH:22]=[CH:23][CH:24]=[CH:25][CH:26]=2)=[S:17])[CH:13]=[CH:14][C:9]=1[O:8][C:6]1[CH:5]=[CH:4][N:3]=[C:2]([NH:1][C:32]([N:52]2[CH2:53][CH2:54][C:49](=[O:48])[CH2:50][CH2:51]2)=[O:33])[CH:7]=1. The catalyst class is: 213. (6) Reactant: C1(P(C2C=CC=CC=2)C2C=CC=CC=2)C=CC=CC=1.[Cl:20][C:21]1[CH:26]=[CH:25][CH:24]=[C:23]([Cl:27])[C:22]=1[OH:28].O[CH2:30][C:31]1[C:35]([CH2:36][O:37][C:38]2[CH:43]=[CH:42][C:41]([C:44]3[CH:45]=[C:46]4[C:51](=[CH:52][CH:53]=3)[N:50]=[C:49]([C:54]([O:56]C)=[O:55])[CH:48]=[CH:47]4)=[CH:40][CH:39]=2)=[C:34]([CH:58]([CH3:60])[CH3:59])[O:33][N:32]=1.N(C(OC(C)C)=O)=NC(OC(C)C)=O.[OH-].[Na+]. Product: [Cl:20][C:21]1[CH:26]=[CH:25][CH:24]=[C:23]([Cl:27])[C:22]=1[O:28][CH2:30][C:31]1[C:35]([CH2:36][O:37][C:38]2[CH:43]=[CH:42][C:41]([C:44]3[CH:45]=[C:46]4[C:51](=[CH:52][CH:53]=3)[N:50]=[C:49]([C:54]([OH:56])=[O:55])[CH:48]=[CH:47]4)=[CH:40][CH:39]=2)=[C:34]([CH:58]([CH3:60])[CH3:59])[O:33][N:32]=1. The catalyst class is: 83.